The task is: Predict the reactants needed to synthesize the given product.. This data is from Full USPTO retrosynthesis dataset with 1.9M reactions from patents (1976-2016). (1) Given the product [CH3:18][C:8]1[CH:13]=[CH:12][C:11]([S:14]([O:7][CH2:6][C@H:2]2[CH2:3][CH2:4][CH2:5][O:1]2)(=[O:16])=[O:15])=[CH:10][CH:9]=1, predict the reactants needed to synthesize it. The reactants are: [O:1]1[CH2:5][CH2:4][CH2:3][C@@H:2]1[CH2:6][OH:7].[C:8]1([CH3:18])[CH:13]=[CH:12][C:11]([S:14](Cl)(=[O:16])=[O:15])=[CH:10][CH:9]=1. (2) Given the product [F:9][C:10]([F:17])([F:16])[C:11]([NH:1][C@H:2]([CH2:5][CH:6]([CH3:8])[CH3:7])[CH2:3][OH:4])=[O:12], predict the reactants needed to synthesize it. The reactants are: [NH2:1][C@H:2]([CH2:5][CH:6]([CH3:8])[CH3:7])[CH2:3][OH:4].[F:9][C:10]([F:17])([F:16])[C:11](OCC)=[O:12]. (3) Given the product [Br:1][C:2]1[CH:7]=[CH:6][C:5]([C:8]([OH:14])=[O:11])=[N:4][C:3]=1[CH3:10], predict the reactants needed to synthesize it. The reactants are: [Br:1][C:2]1[C:3]([CH3:10])=[N:4][C:5]([C:8]#N)=[CH:6][CH:7]=1.[OH-:11].[Na+].C[OH:14]. (4) Given the product [Cl:46][C:21]1[CH:22]=[CH:23][C:18]([O:17][C:15]2[N:14]=[C:13]([O:28][C:29]3[CH:34]=[CH:33][CH:32]=[CH:31][CH:30]=3)[N:12]=[C:11]([NH:10][C:6]3[CH:5]=[C:4]([CH2:3][OH:2])[CH:9]=[CH:8][CH:7]=3)[N:16]=2)=[CH:19][CH:20]=1, predict the reactants needed to synthesize it. The reactants are: C[O:2][C:3](=O)[C:4]1[CH:9]=[CH:8][CH:7]=[C:6]([NH:10][C:11]2[N:16]=[C:15]([O:17][C:18]3[CH:23]=[CH:22][C:21](C(C)(C)C)=[CH:20][CH:19]=3)[N:14]=[C:13]([O:28][C:29]3[CH:34]=[CH:33][CH:32]=[CH:31][CH:30]=3)[N:12]=2)[CH:5]=1.CC(C[AlH]CC(C)C)C.C(Cl)[Cl:46].CCCCCC.CCCCCC. (5) Given the product [N:32]1([CH2:2][C:3]2[CH:8]=[CH:7][C:6]([C:9]3[C:10]([C:28]([F:31])([F:30])[F:29])=[C:11]([CH2:15][O:16][CH:17]4[CH2:20][N:19]([C:21]([NH:23][C:24]([CH3:27])([CH3:26])[CH3:25])=[O:22])[CH2:18]4)[CH:12]=[CH:13][CH:14]=3)=[CH:5][CH:4]=2)[CH2:37][CH2:36][O:35][CH2:34][CH2:33]1, predict the reactants needed to synthesize it. The reactants are: Cl[CH2:2][C:3]1[CH:8]=[CH:7][C:6]([C:9]2[C:10]([C:28]([F:31])([F:30])[F:29])=[C:11]([CH2:15][O:16][CH:17]3[CH2:20][N:19]([C:21]([NH:23][C:24]([CH3:27])([CH3:26])[CH3:25])=[O:22])[CH2:18]3)[CH:12]=[CH:13][CH:14]=2)=[CH:5][CH:4]=1.[NH:32]1[CH2:37][CH2:36][O:35][CH2:34][CH2:33]1. (6) The reactants are: [CH3:1][O:2][C:3](=[O:37])[C:4]1[CH:9]=[C:8]([O:10][C:11]2[CH:16]=[CH:15][C:14]([NH2:17])=[C:13]([NH:18][CH2:19][C:20]3[CH:25]=[CH:24][CH:23]=[CH:22][CH:21]=3)[CH:12]=2)[CH:7]=[CH:6][C:5]=1[NH:26][S:27]([C:30]1[CH:35]=[CH:34][C:33]([CH3:36])=[CH:32][CH:31]=1)(=[O:29])=[O:28].[S:38](Cl)([C:41]1[CH:47]=[CH:46][C:44]([CH3:45])=[CH:43][CH:42]=1)(=[O:40])=[O:39].N1C=CC=CC=1. Given the product [CH3:1][O:2][C:3](=[O:37])[C:4]1[CH:9]=[C:8]([O:10][C:11]2[CH:16]=[CH:15][C:14]([NH:17][S:38]([C:41]3[CH:47]=[CH:46][C:44]([CH3:45])=[CH:43][CH:42]=3)(=[O:40])=[O:39])=[C:13]([NH:18][CH2:19][C:20]3[CH:25]=[CH:24][CH:23]=[CH:22][CH:21]=3)[CH:12]=2)[CH:7]=[CH:6][C:5]=1[NH:26][S:27]([C:30]1[CH:31]=[CH:32][C:33]([CH3:36])=[CH:34][CH:35]=1)(=[O:29])=[O:28], predict the reactants needed to synthesize it. (7) Given the product [CH3:44][O:43][N:42]([CH3:41])[C:6](=[O:7])[C:5]1[CH:9]=[CH:10][C:2]([CH3:1])=[N:3][CH:4]=1, predict the reactants needed to synthesize it. The reactants are: [CH3:1][C:2]1[CH:10]=[CH:9][C:5]([C:6](O)=[O:7])=[CH:4][N:3]=1.ON1C2C=CC=CC=2N=N1.CCN=C=NCCCN(C)C.Cl.CN1CCOCC1.Cl.[CH3:41][NH:42][O:43][CH3:44].